This data is from Full USPTO retrosynthesis dataset with 1.9M reactions from patents (1976-2016). The task is: Predict the reactants needed to synthesize the given product. (1) Given the product [OH:29][C:26]([CH:23]1[CH2:22][CH2:21][N:20]([CH2:19][C:14]2[N:15]([CH3:18])[C:16]3[C:12]([N:13]=2)=[C:11]([N:30]2[CH2:31][CH2:32][O:33][CH2:34][CH2:35]2)[N:10]=[C:9]([N:8]2[C:3]4[CH:4]=[CH:5][CH:6]=[CH:7][C:2]=4[NH:1][C:41]2=[O:42])[N:17]=3)[CH2:25][CH2:24]1)([CH3:28])[CH3:27], predict the reactants needed to synthesize it. The reactants are: [NH2:1][C:2]1[CH:7]=[CH:6][CH:5]=[CH:4][C:3]=1[NH:8][C:9]1[N:17]=[C:16]2[C:12]([N:13]=[C:14]([CH2:19][N:20]3[CH2:25][CH2:24][CH:23]([C:26]([OH:29])([CH3:28])[CH3:27])[CH2:22][CH2:21]3)[N:15]2[CH3:18])=[C:11]([N:30]2[CH2:35][CH2:34][O:33][CH2:32][CH2:31]2)[N:10]=1.C1N=CN([C:41](N2C=NC=C2)=[O:42])C=1. (2) Given the product [NH2:23][C:19]1[CH:18]=[C:17]([CH3:26])[C:16]([O:15][C:12]2[CH:13]=[CH:14][C:9]([O:8][CH2:1][C:2]3[CH:3]=[CH:4][CH:5]=[CH:6][CH:7]=3)=[C:10]([S:27]([NH:30][CH2:31][C:32]([CH3:33])([CH3:34])[CH3:35])(=[O:28])=[O:29])[CH:11]=2)=[C:21]([CH3:22])[CH:20]=1, predict the reactants needed to synthesize it. The reactants are: [CH2:1]([O:8][C:9]1[CH:14]=[CH:13][C:12]([O:15][C:16]2[C:21]([CH3:22])=[CH:20][C:19]([N+:23]([O-])=O)=[CH:18][C:17]=2[CH3:26])=[CH:11][C:10]=1[S:27]([NH:30][CH2:31][C:32]([CH3:35])([CH3:34])[CH3:33])(=[O:29])=[O:28])[C:2]1[CH:7]=[CH:6][CH:5]=[CH:4][CH:3]=1.